Dataset: Catalyst prediction with 721,799 reactions and 888 catalyst types from USPTO. Task: Predict which catalyst facilitates the given reaction. Reactant: [Cl:1][CH2:2][CH2:3][CH2:4][O:5][C:6]1[CH:7]=[C:8]([CH:13]=[CH:14][C:15]=1[O:16][CH3:17])[C:9]([O:11][CH3:12])=[O:10].[N:18]([O-:20])=[O:19].[Na+].C(O)(=O)C.[N+]([O-])(O)=O. Product: [CH3:17][O:16][C:15]1[C:6]([O:5][CH2:4][CH2:3][CH2:2][Cl:1])=[CH:7][C:8]([C:9]([O:11][CH3:12])=[O:10])=[C:13]([N+:18]([O-:20])=[O:19])[CH:14]=1. The catalyst class is: 6.